Dataset: NCI-60 drug combinations with 297,098 pairs across 59 cell lines. Task: Regression. Given two drug SMILES strings and cell line genomic features, predict the synergy score measuring deviation from expected non-interaction effect. (1) Drug 1: C1CC(=O)NC(=O)C1N2CC3=C(C2=O)C=CC=C3N. Drug 2: C1=CC(=CC=C1CCCC(=O)O)N(CCCl)CCCl. Cell line: RPMI-8226. Synergy scores: CSS=42.5, Synergy_ZIP=-14.8, Synergy_Bliss=-13.4, Synergy_Loewe=-12.5, Synergy_HSA=-8.02. (2) Drug 1: CCCCCOC(=O)NC1=NC(=O)N(C=C1F)C2C(C(C(O2)C)O)O. Drug 2: CS(=O)(=O)OCCCCOS(=O)(=O)C. Cell line: SK-MEL-2. Synergy scores: CSS=23.4, Synergy_ZIP=1.59, Synergy_Bliss=-2.19, Synergy_Loewe=12.6, Synergy_HSA=6.56.